Dataset: Blood-brain barrier permeability classification from the B3DB database. Task: Regression/Classification. Given a drug SMILES string, predict its absorption, distribution, metabolism, or excretion properties. Task type varies by dataset: regression for continuous measurements (e.g., permeability, clearance, half-life) or binary classification for categorical outcomes (e.g., BBB penetration, CYP inhibition). Dataset: b3db_classification. (1) The drug is O=C(c1cc(-c2ccc(Br)s2)[nH]n1)N1C[C@@H]2C[C@H](C1)c1cccc(=O)n1C2. The result is 0 (does not penetrate BBB). (2) The drug is CC(=O)OCC(=O)C1(O)C(O)CC2C3CCC4=CC(=O)C=CC4(C)C3(F)C(O)CC21C. The result is 0 (does not penetrate BBB).